Dataset: Cav3 T-type calcium channel HTS with 100,875 compounds. Task: Binary Classification. Given a drug SMILES string, predict its activity (active/inactive) in a high-throughput screening assay against a specified biological target. (1) The compound is s1c(N2C=3CC(CC(=O)C3C(C(=C2N)C#N)c2ccc(OC)cc2)(C)C)c(c2c1CCCC2)C#N. The result is 0 (inactive). (2) The compound is S(=O)(=O)(Nc1c(ccc(c1)C)C)c1cc(C(=O)NCCC=2CCCCC2)ccc1C. The result is 0 (inactive). (3) The compound is Brc1c(OCc2oc(C(=O)N3CCCCCC3)cc2)cccc1. The result is 0 (inactive). (4) The drug is Clc1cc(C(=O)NCCN2CCOCC2)ccc1. The result is 0 (inactive). (5) The molecule is O=C(Cn1c2c(nc1C(=O)/C=C\c1ccccc1)cccc2)c1ccc(cc1)C. The result is 0 (inactive). (6) The compound is Brc1oc(c2oc(=O)c3c(n2)cccc3)cc1. The result is 0 (inactive). (7) The compound is O=C(NCCOC)C1N(C2C(C1)Cn1c2nc2c1cc(c(c2)C)C)C. The result is 0 (inactive).